From a dataset of Catalyst prediction with 721,799 reactions and 888 catalyst types from USPTO. Predict which catalyst facilitates the given reaction. (1) Reactant: [OH-].[K+].[NH:3]1[C:11]2[C:6](=[CH:7][CH:8]=[CH:9][CH:10]=2)[C:5]([NH2:12])=[N:4]1.Cl[CH2:14][C:15]1[CH:16]=[CH:17][C:18]([C:21]([F:24])([F:23])[F:22])=[N:19][CH:20]=1. Product: [F:24][C:21]([F:22])([F:23])[C:18]1[N:19]=[CH:20][C:15]([CH2:14][N:3]2[C:11]3[C:6](=[CH:7][CH:8]=[CH:9][CH:10]=3)[C:5]([NH2:12])=[N:4]2)=[CH:16][CH:17]=1. The catalyst class is: 16. (2) Reactant: FC(F)(F)C(O)=O.[NH:8]([C:15](=[O:49])[CH:16]([C:21]1[CH:48]=[CH:47][C:24]([C:25]([NH:27][C:28]2[CH:33]=[C:32]([C:34]3[CH:38]=[CH:37][S:36][CH:35]=3)[CH:31]=[CH:30][C:29]=2[NH:39]C(=O)OC(C)(C)C)=[O:26])=[CH:23][CH:22]=1)[CH2:17][N:18]([CH3:20])[CH3:19])[C:9]1[CH:14]=[CH:13][CH:12]=[CH:11][CH:10]=1. Product: [NH2:39][C:29]1[CH:30]=[CH:31][C:32]([C:34]2[CH:38]=[CH:37][S:36][CH:35]=2)=[CH:33][C:28]=1[NH:27][C:25](=[O:26])[C:24]1[CH:47]=[CH:48][C:21]([CH:16]([CH2:17][N:18]([CH3:20])[CH3:19])[C:15]([NH:8][C:9]2[CH:10]=[CH:11][CH:12]=[CH:13][CH:14]=2)=[O:49])=[CH:22][CH:23]=1. The catalyst class is: 2. (3) Reactant: [H-].[Al+3].[Li+].[H-].[H-].[H-].C(C[C:11]1[C:16]([C:17]2[CH:22]=[CH:21][CH:20]=[CH:19][C:18]=2[CH3:23])=[CH:15][CH:14]=[C:13]([C:24]2[CH:29]=[CH:28][CH:27]=[CH:26][C:25]=2[CH3:30])C=1CC(O)=O)(O)=O.[C:35](=[O:37])=O.C([O:41][CH2:42][CH3:43])(=O)C. Product: [OH:41][CH2:42][C:43]1[C:13]([C:24]2[CH:29]=[CH:28][CH:27]=[CH:26][C:25]=2[CH3:30])=[CH:14][CH:15]=[C:16]([C:17]2[CH:22]=[CH:21][CH:20]=[CH:19][C:18]=2[CH3:23])[C:11]=1[CH2:35][OH:37]. The catalyst class is: 1. (4) Reactant: [Cl:1][C:2]1[CH:37]=[CH:36][C:5]([CH2:6][CH2:7][NH:8][C:9]([C:11]2[CH:12]=[C:13]3[C:17](=[CH:18][CH:19]=2)[N:16]([C:20]2[CH:25]=[CH:24][C:23]([CH2:26][C:27]([O:29]C(C)(C)C)=[O:28])=[CH:22][C:21]=2[C:34]#[N:35])[CH:15]=[CH:14]3)=[O:10])=[CH:4][CH:3]=1.C(O)(C(F)(F)F)=O. Product: [Cl:1][C:2]1[CH:3]=[CH:4][C:5]([CH2:6][CH2:7][NH:8][C:9]([C:11]2[CH:12]=[C:13]3[C:17](=[CH:18][CH:19]=2)[N:16]([C:20]2[CH:25]=[CH:24][C:23]([CH2:26][C:27]([OH:29])=[O:28])=[CH:22][C:21]=2[C:34]#[N:35])[CH:15]=[CH:14]3)=[O:10])=[CH:36][CH:37]=1. The catalyst class is: 2. (5) Reactant: [Cl:1][C:2]1[CH:3]=[C:4]([C@@:8]([C@@H:11]2[CH2:16][CH2:15][CH2:14][N:13]([C:17]([O:19][C:20]([CH3:23])([CH3:22])[CH3:21])=[O:18])[CH2:12]2)([OH:10])[CH3:9])[CH:5]=[CH:6][CH:7]=1.[H-].[Na+].I[CH2:27][C:28]([O:30][CH2:31][CH3:32])=[O:29]. Product: [Cl:1][C:2]1[CH:3]=[C:4]([C@@:8]([C@@H:11]2[CH2:16][CH2:15][CH2:14][N:13]([C:17]([O:19][C:20]([CH3:23])([CH3:22])[CH3:21])=[O:18])[CH2:12]2)([O:10][CH2:27][C:28]([O:30][CH2:31][CH3:32])=[O:29])[CH3:9])[CH:5]=[CH:6][CH:7]=1. The catalyst class is: 1. (6) Reactant: [Cl:1][C:2]1[CH:7]=[C:6]([F:8])[CH:5]=[CH:4][C:3]=1[C:9]([C:11]1[C:12]([CH3:26])=[N:13][N:14]([CH3:25])[C:15]=1[C:16]1[C:21]([F:22])=[CH:20][C:19]([OH:23])=[CH:18][C:17]=1[F:24])=[O:10].C(=O)([O-])[O-].[K+].[K+].I[CH2:34][CH2:35][CH:36]([CH3:38])[CH3:37]. Product: [Cl:1][C:2]1[CH:7]=[C:6]([F:8])[CH:5]=[CH:4][C:3]=1[C:9]([C:11]1[C:12]([CH3:26])=[N:13][N:14]([CH3:25])[C:15]=1[C:16]1[C:21]([F:22])=[CH:20][C:19]([O:23][CH2:34][CH2:35][CH:36]([CH3:38])[CH3:37])=[CH:18][C:17]=1[F:24])=[O:10]. The catalyst class is: 35.